From a dataset of NCI-60 drug combinations with 297,098 pairs across 59 cell lines. Regression. Given two drug SMILES strings and cell line genomic features, predict the synergy score measuring deviation from expected non-interaction effect. (1) Drug 1: CC1C(C(CC(O1)OC2CC(CC3=C2C(=C4C(=C3O)C(=O)C5=C(C4=O)C(=CC=C5)OC)O)(C(=O)CO)O)N)O.Cl. Drug 2: CCCCC(=O)OCC(=O)C1(CC(C2=C(C1)C(=C3C(=C2O)C(=O)C4=C(C3=O)C=CC=C4OC)O)OC5CC(C(C(O5)C)O)NC(=O)C(F)(F)F)O. Cell line: HCT-15. Synergy scores: CSS=53.8, Synergy_ZIP=4.14, Synergy_Bliss=4.59, Synergy_Loewe=-2.46, Synergy_HSA=6.27. (2) Drug 1: C1=CC(=CC=C1CCCC(=O)O)N(CCCl)CCCl. Drug 2: C(=O)(N)NO. Cell line: NCI/ADR-RES. Synergy scores: CSS=13.7, Synergy_ZIP=-8.49, Synergy_Bliss=-5.07, Synergy_Loewe=-8.07, Synergy_HSA=-4.13.